Binary Classification. Given a miRNA mature sequence and a target amino acid sequence, predict their likelihood of interaction. From a dataset of Experimentally validated miRNA-target interactions with 360,000+ pairs, plus equal number of negative samples. (1) The miRNA is hsa-miR-6831-3p with sequence UGACUAACUCCCACUCUACAG. The protein sequence of the target gene is MDLLFGRRKTPEELLRQNQRALNRAMRELDRERQKLETQEKKIIADIKKMAKQGQMDAVRIMAKDLVRTRRYVRKFVLMRANIQAVSLKIQTLKSNNSMAQAMKGVTKAMGTMNRQLKLPQIQKIMMEFERQAEIMDMKEEMMNDAIDDAMGDEEDEEESDAVVSQVLDELGLSLTDELSNLPSTGGSLSVAAGGKKAEAAASALADADADLEERLKNLRRD. Result: 0 (no interaction). (2) The miRNA is hsa-miR-4736 with sequence AGGCAGGUUAUCUGGGCUG. The protein sequence of the target gene is MAALTLRGVRELLKRVDLATVPRRHRYKKKWAATEPKFPAVRLALQNFDMTYSVQFGDLWPSIRVSLLSEQKYGALVNNFAAWDHVSAKLEQLSAKDFVNEAISHWELQSEGGQSAAPSPASWACSPNLRCFTFDRGDISRFPPARPGSLGVMEYYLMDAASLLPVLALGLQPGDIVLDLCAAPGGKTLALLQTGCCRNLAANDLSPSRIARLQKILHSYVPEEIRDGNQVRVTSWDGRKWGELEGDTYDRVLVDVPCTTDRHSLHEEENNIFKRSRKKERQILPVLQVQLLAAGLLATK.... Result: 1 (interaction). (3) Result: 0 (no interaction). The miRNA is hsa-miR-6872-3p with sequence CCCAUGCCUCCUGCCGCGGUC. The protein sequence of the target gene is MTSIIKLTTLSGVQEESALCYLLQVDEFRFLLDCGWDEHFSVDIIDSLRKHVHQIDAVLLSHPDPLHLGALPFAVGKLGLNCAIYATIPVYKMGQMFMYDLYQSRHNTEDFTLFTLDDVDAAFDKIQQLKFSQIVNLKGKGHGLSITPLPAGHMIGGTIWKIVKDGEEEIVYAVDFNHKREIHLNGCSLEMLSRPSLLITDSFNATYVQPRRKQRDEQLLTNVLETLRGDGNVLIAVDTAGRVLELAQLLDQIWRTKDAGLGVYSLALLNNVSYNVVEFSKSQVEWMSDKLMRCFEDKRN.... (4) The miRNA is hsa-miR-4306 with sequence UGGAGAGAAAGGCAGUA. The protein sequence of the target gene is MPRSFLVKKIKGDGFQCSGVPAPTYHPLETAYVLPGARGPPGDNGYAPHRLPPSSYDADQKPGLELAPAEPAYPPAAPEEYSDPESPQSSLSARYFRGEAAVTDSYSMDAFFISDGRSRRRRGGGGGDAGGSGDAGGAGGRAGRAGAQAGGGHRHACAECGKTYATSSNLSRHKQTHRSLDSQLARKCPTCGKAYVSMPALAMHLLTHNLRHKCGVCGKAFSRPWLLQGHMRSHTGEKPFGCAHCGKAFADRSNLRAHMQTHSAFKHYRCRQCDKSFALKSYLHKHCEAACAKAAEPPPP.... Result: 0 (no interaction). (5) The miRNA is hsa-miR-130b-3p with sequence CAGUGCAAUGAUGAAAGGGCAU. Result: 0 (no interaction). The protein sequence of the target gene is MMNRFRKWLYKPKRSDPQLLARFYYADEELNQVAAELDSLDGRKDPQRCTLLVSQFRSCQDNVLNIINQIMDECIPQDRAPRDFCVKFPEEIRHDNLAGQLWFGAECLAAGSIIMNRELESMAMRPLAKELTRSLEDVRGALRDQALRDLNTYTEKMREALRHFDVLFAEFELSYVSAMVPVKSPREYYVQQEVIVLFCETVERALDFGYLTQDMIDDYEPALMFSIPRLAIVCGLVVYADGPLNLDRKVEDMSELFRPFHTLLRKIRDLLQTLTEEELHTLERNLCISQDVEFPIRADV....